Dataset: Catalyst prediction with 721,799 reactions and 888 catalyst types from USPTO. Task: Predict which catalyst facilitates the given reaction. (1) Reactant: [H-].[Na+].[Cl:3][C:4]1[CH:9]=[CH:8][C:7]([C:10]2[NH:14][N:13]=[CH:12][C:11]=2[C:15]2[CH:20]=[CH:19][N:18]=[CH:17][CH:16]=2)=[CH:6][CH:5]=1.[CH3:21][Si:22]([CH3:29])([CH3:28])[CH2:23][CH2:24][O:25][CH2:26]Cl.O. Product: [Cl:3][C:4]1[CH:5]=[CH:6][C:7]([C:10]2[N:14]([CH2:26][O:25][CH2:24][CH2:23][Si:22]([CH3:29])([CH3:28])[CH3:21])[N:13]=[CH:12][C:11]=2[C:15]2[CH:20]=[CH:19][N:18]=[CH:17][CH:16]=2)=[CH:8][CH:9]=1. The catalyst class is: 7. (2) Product: [CH2:1]([N:3]([CH2:4][C:5]([N:7]1[CH2:12][CH2:11][O:10][C:9]2[CH:13]=[C:14]([N+:17]([O-:19])=[O:18])[CH:15]=[CH:16][C:8]1=2)=[O:6])[C:20](=[O:21])[O:22][C:23]([CH3:26])([CH3:25])[CH3:24])[CH3:2]. The catalyst class is: 38. Reactant: [CH2:1]([NH:3][CH2:4][C:5]([N:7]1[CH2:12][CH2:11][O:10][C:9]2[CH:13]=[C:14]([N+:17]([O-:19])=[O:18])[CH:15]=[CH:16][C:8]1=2)=[O:6])[CH3:2].[C:20](O[C:20]([O:22][C:23]([CH3:26])([CH3:25])[CH3:24])=[O:21])([O:22][C:23]([CH3:26])([CH3:25])[CH3:24])=[O:21].C(N(CC)CC)C. (3) Reactant: [Br:1][C:2]1[CH:3]=[C:4]2[C:15](=[CH:16][CH:17]=1)[O:14][C:7]1([CH2:12][CH2:11][C:10](=[O:13])[CH2:9][CH2:8]1)[CH2:6][C:5]2=[O:18].[BH4-].[Na+]. Product: [Br:1][C:2]1[CH:3]=[C:4]2[C:15](=[CH:16][CH:17]=1)[O:14][C:7]1([CH2:8][CH2:9][CH:10]([OH:13])[CH2:11][CH2:12]1)[CH2:6][C:5]2=[O:18]. The catalyst class is: 1. (4) Product: [I:16][C:2]1[CH:7]=[CH:6][C:5]([CH2:8][CH:9]([NH:11][C:12](=[O:14])[CH3:13])[CH3:10])=[CH:4][CH:3]=1. The catalyst class is: 185. Reactant: Br[C:2]1[CH:7]=[CH:6][C:5]([CH2:8][CH:9]([NH:11][C:12](=[O:14])[CH3:13])[CH3:10])=[CH:4][CH:3]=1.[Na+].[I-:16]. (5) Reactant: [CH2:1]([N:8]1[CH2:13][C@@H:12]([CH3:14])[CH2:11][C:10](=[O:15])[CH2:9]1)[C:2]1[CH:7]=[CH:6][CH:5]=[CH:4][CH:3]=1.CCC(C)[BH-](C(C)CC)C(C)CC.[K+]. Product: [CH2:1]([N:8]1[CH2:13][C@@H:12]([CH3:14])[CH2:11][C@H:10]([OH:15])[CH2:9]1)[C:2]1[CH:3]=[CH:4][CH:5]=[CH:6][CH:7]=1. The catalyst class is: 30. (6) Product: [CH2:1]([O:3][C:4]1[CH:5]=[C:6]([C@H:12]([N:17]2[C:25](=[O:26])[C:24]3[C:19](=[CH:20][CH:21]=[CH:22][C:23]=3[CH2:27][C:28]3[NH:29][CH:30]=[CH:31][CH:32]=3)[C:18]2=[O:33])[CH2:13][C:14](=[O:16])[CH3:15])[CH:7]=[CH:8][C:9]=1[O:10][CH3:11])[CH3:2]. The catalyst class is: 2. Reactant: [CH2:1]([O:3][C:4]1[CH:5]=[C:6]([C@H:12]([N:17]2[C:25](=[O:26])[C:24]3[C:19](=[CH:20][CH:21]=[CH:22][C:23]=3[CH2:27][C:28]3[NH:29][CH:30]=[CH:31][CH:32]=3)[C:18]2=[O:33])[CH2:13][CH:14]([OH:16])[CH3:15])[CH:7]=[CH:8][C:9]=1[O:10][CH3:11])[CH3:2].[Cr](Cl)([O-])(=O)=O.[NH+]1C=CC=CC=1. (7) Reactant: [Cl:1][C:2]1[CH:7]=[CH:6][C:5]([N:8]2[CH2:13][CH2:12][NH:11][C@H:10]([CH3:14])[CH2:9]2)=[CH:4][CH:3]=1.CCN(CC)CC.[Cl:22][CH2:23][C:24](Cl)=[O:25]. Product: [Cl:22][CH2:23][C:24]([N:11]1[CH2:12][CH2:13][N:8]([C:5]2[CH:4]=[CH:3][C:2]([Cl:1])=[CH:7][CH:6]=2)[CH2:9][C@H:10]1[CH3:14])=[O:25]. The catalyst class is: 2.